This data is from Forward reaction prediction with 1.9M reactions from USPTO patents (1976-2016). The task is: Predict the product of the given reaction. (1) Given the reactants [CH2:1]([C:5]1[C:10]([O:11][CH3:12])=[CH:9][C:8]2[O:13][CH2:14][C:15]3[C:19]([C:20](O)=[O:21])=[N:18][N:17]([C:23]4[CH:27]=[CH:26][S:25][CH:24]=4)[C:16]=3[C:7]=2[CH:6]=1)[CH:2]([CH3:4])[CH3:3].C(Cl)Cl.C(N(CC)C(C)C)(C)C.[C:40]([N:47]1[CH2:53][CH2:52][CH2:51][NH:50][CH2:49][CH2:48]1)([O:42][C:43]([CH3:46])([CH3:45])[CH3:44])=[O:41].C(P1(=O)OP(=O)(CCC)OP(=O)(CCC)O1)CC, predict the reaction product. The product is: [C:43]([O:42][C:40]([N:47]1[CH2:53][CH2:52][CH2:51][N:50]([C:20]([C:19]2[C:15]3[CH2:14][O:13][C:8]4[CH:9]=[C:10]([O:11][CH3:12])[C:5]([CH2:1][CH:2]([CH3:4])[CH3:3])=[CH:6][C:7]=4[C:16]=3[N:17]([C:23]3[CH:27]=[CH:26][S:25][CH:24]=3)[N:18]=2)=[O:21])[CH2:49][CH2:48]1)=[O:41])([CH3:46])([CH3:44])[CH3:45]. (2) Given the reactants [BH4-].[Na+].C([O:5][C:6](=O)[C:7]([C:10]1[CH:18]=[CH:17][CH:16]=[C:15]2[C:11]=1[CH2:12][CH2:13][C@@H:14]2[O:19][Si:20]([C:23]([CH3:26])([CH3:25])[CH3:24])([CH3:22])[CH3:21])([F:9])[F:8])C, predict the reaction product. The product is: [C:23]([Si:20]([CH3:22])([CH3:21])[O:19][C@@H:14]1[C:15]2[C:11](=[C:10]([C:7]([F:9])([F:8])[CH2:6][OH:5])[CH:18]=[CH:17][CH:16]=2)[CH2:12][CH2:13]1)([CH3:26])([CH3:25])[CH3:24]. (3) Given the reactants C[O:2][C:3](=O)[C:4]([NH:9][C:10]([C:12]1[C:13]2[CH2:14][C@@H:15]3[CH2:27][C@@H:16]3[C:17]=2[N:18]([C:20]2[CH:25]=[C:24]([Cl:26])[CH:23]=[CH:22][N:21]=2)[N:19]=1)=[O:11])([CH2:7][F:8])[CH2:5][F:6].[BH4-].[Na+].C([O-])(O)=O.[Na+], predict the reaction product. The product is: [F:8][CH2:7][C:4]([NH:9][C:10]([C:12]1[C:13]2[CH2:14][C@@H:15]3[CH2:27][C@@H:16]3[C:17]=2[N:18]([C:20]2[CH:25]=[C:24]([Cl:26])[CH:23]=[CH:22][N:21]=2)[N:19]=1)=[O:11])([CH2:5][F:6])[CH2:3][OH:2].